Dataset: Catalyst prediction with 721,799 reactions and 888 catalyst types from USPTO. Task: Predict which catalyst facilitates the given reaction. Reactant: [NH2:1][C@H:2]([CH2:5][S:6][C:7]([C:20]1[CH:25]=[CH:24][CH:23]=[CH:22][CH:21]=1)([C:14]1[CH:19]=[CH:18][CH:17]=[CH:16][CH:15]=1)[C:8]1[CH:13]=[CH:12][CH:11]=[CH:10][CH:9]=1)[CH2:3][OH:4].C(N(CC)CC)C.[C:33]([C:41]1[C:42](=[O:52])[N:43]([CH3:51])[C:44](=[O:50])[N:45]([CH3:49])[C:46]=1[CH2:47]Br)(=O)[C:34]1[CH:39]=[CH:38][CH:37]=[CH:36][CH:35]=1. Product: [OH:4][CH2:3][C@H:2]([N:1]1[C:33]([C:34]2[CH:39]=[CH:38][CH:37]=[CH:36][CH:35]=2)=[C:41]2[C:46]([N:45]([CH3:49])[C:44](=[O:50])[N:43]([CH3:51])[C:42]2=[O:52])=[CH:47]1)[CH2:5][S:6][C:7]([C:20]1[CH:25]=[CH:24][CH:23]=[CH:22][CH:21]=1)([C:8]1[CH:13]=[CH:12][CH:11]=[CH:10][CH:9]=1)[C:14]1[CH:15]=[CH:16][CH:17]=[CH:18][CH:19]=1. The catalyst class is: 14.